Dataset: Forward reaction prediction with 1.9M reactions from USPTO patents (1976-2016). Task: Predict the product of the given reaction. (1) The product is: [C:66]([O:65][C:63]([N:55]([C:56]([O:58][C:59]([CH3:60])([CH3:61])[CH3:62])=[O:57])[C:51]1[C:52]2[C:47](=[CH:46][C:45]([NH:44][CH:72]([C:37]3[CH:38]=[CH:39][C:34]([C@@H:32]([CH3:33])[CH2:31][O:30][C:28](=[O:29])[NH:27][C:16]4[CH:15]=[C:14]([CH2:13][NH:11][CH3:12])[C:19]([O:20][CH2:21][CH2:22][CH2:23][O:24][CH3:25])=[C:18]([F:26])[CH:17]=4)=[C:35]([CH3:43])[CH:36]=3)[C:71]([OH:75])=[O:74])=[CH:54][CH:53]=2)[CH:48]=[CH:49][N:50]=1)=[O:64])([CH3:69])([CH3:68])[CH3:67]. Given the reactants C(OC([N:11]([CH2:13][C:14]1[CH:15]=[C:16]([NH:27][C:28]([O:30][CH2:31][C@@H:32]([C:34]2[CH:39]=[CH:38][C:37](B(O)O)=[CH:36][C:35]=2[CH3:43])[CH3:33])=[O:29])[CH:17]=[C:18]([F:26])[C:19]=1[O:20][CH2:21][CH2:22][CH2:23][O:24][CH3:25])[CH3:12])=O)C1C=CC=CC=1.[NH2:44][C:45]1[CH:46]=[C:47]2[C:52](=[CH:53][CH:54]=1)[C:51]([N:55]([C:63]([O:65][C:66]([CH3:69])([CH3:68])[CH3:67])=[O:64])[C:56]([O:58][C:59]([CH3:62])([CH3:61])[CH3:60])=[O:57])=[N:50][CH:49]=[CH:48]2.O.[C:71]([OH:75])(=[O:74])[CH:72]=O, predict the reaction product. (2) Given the reactants [OH:1][C:2]1([CH:16]2[CH2:21][CH2:20][CH2:19][CH2:18][N:17]2[C:22]([O:24][C:25]([CH3:28])([CH3:27])[CH3:26])=[O:23])[CH2:5][N:4](C(OCC2C=CC=CC=2)=O)[CH2:3]1, predict the reaction product. The product is: [OH:1][C:2]1([CH:16]2[CH2:21][CH2:20][CH2:19][CH2:18][N:17]2[C:22]([O:24][C:25]([CH3:28])([CH3:27])[CH3:26])=[O:23])[CH2:3][NH:4][CH2:5]1. (3) Given the reactants [F:1][C:2]1[CH:3]=[C:4]([CH:7]=[CH:8][CH:9]=1)[CH:5]=O.Cl.[O:11]([NH2:13])[CH3:12], predict the reaction product. The product is: [CH3:12][O:11][N:13]=[CH:5][C:4]1[CH:7]=[CH:8][CH:9]=[C:2]([F:1])[CH:3]=1. (4) Given the reactants [F:1][C:2]1[CH:3]=[C:4]2[C:12](=[CH:13][CH:14]=1)[N:11]([CH2:15][C:16]1[CH:25]=[CH:24][C:19]([C:20]([O:22]C)=[O:21])=[CH:18][CH:17]=1)[C:10]1[CH2:9][CH2:8][C:7](=[CH2:26])[C:6](=[O:27])[C:5]2=1.[C:28]([O:32][C:33]([N:35]1[CH2:40][CH2:39][NH:38][CH2:37][CH2:36]1)=[O:34])([CH3:31])([CH3:30])[CH3:29], predict the reaction product. The product is: [F:1][C:2]1[CH:3]=[C:4]2[C:12](=[CH:13][CH:14]=1)[N:11]([CH2:15][C:16]1[CH:17]=[CH:18][C:19]([C:20]([OH:22])=[O:21])=[CH:24][CH:25]=1)[C:10]1[CH2:9][CH2:8][CH:7]([CH2:26][N:38]3[CH2:39][CH2:40][N:35]([C:33]([O:32][C:28]([CH3:31])([CH3:29])[CH3:30])=[O:34])[CH2:36][CH2:37]3)[C:6](=[O:27])[C:5]2=1.